This data is from Forward reaction prediction with 1.9M reactions from USPTO patents (1976-2016). The task is: Predict the product of the given reaction. (1) Given the reactants C(O)CO.Cl[C:6]1[C:11]([NH2:12])=[C:10]([Cl:13])[N:9]=[C:8]([S:14][CH2:15][CH2:16][CH3:17])[N:7]=1.C([O-])(=O)C([O-])=O.[OH:24][CH2:25][CH2:26][O:27][C@@H:28]1[C@H:32]2[O:33][C:34]([CH3:37])([CH3:36])[O:35][C@H:31]2[C@H:30]([NH3+:38])[CH2:29]1.[OH:24][CH2:25][CH2:26][O:27][C@@H:28]1[C@H:32]2[O:33][C:34]([CH3:36])([CH3:37])[O:35][C@H:31]2[C@H:30]([NH3+:38])[CH2:29]1.C(OC(=O)C)(C)C, predict the reaction product. The product is: [NH2:12][C:11]1[C:6]([NH:38][C@H:30]2[C@@H:31]3[O:35][C:34]([CH3:36])([CH3:37])[O:33][C@@H:32]3[C@@H:28]([O:27][CH2:26][CH2:25][OH:24])[CH2:29]2)=[N:7][C:8]([S:14][CH2:15][CH2:16][CH3:17])=[N:9][C:10]=1[Cl:13]. (2) Given the reactants [OH:1][C@@H:2]1[C@H:18]2[C@@H:9]([CH2:10][CH2:11][C:12]3[C@:17]2([CH3:19])[CH:16]=[CH:15][C:14](=[O:20])[CH:13]=3)[C@H:8]2[C@@:4]([CH3:27])([C@@:5]([OH:26])([C:22](=[O:25])[CH2:23][OH:24])[CH:6]([OH:21])[CH2:7]2)[CH2:3]1, predict the reaction product. The product is: [OH:1][C@@H:2]1[C@H:18]2[C@@H:9]([CH2:10][CH2:11][C:12]3[C@:17]2([CH3:19])[CH2:16][CH2:15][C:14](=[O:20])[CH:13]=3)[C@H:8]2[C@@:4]([CH3:27])([C@@:5]([OH:26])([C:22](=[O:25])[CH2:23][OH:24])[C@H:6]([OH:21])[CH2:7]2)[CH2:3]1. (3) Given the reactants [C:1]([C:4]1[C:5](=[O:29])[N:6]([CH2:19][CH2:20][CH2:21][C:22]2[CH:27]=[CH:26][C:25]([Cl:28])=[CH:24][CH:23]=2)[N:7]=[C:8]([C:10]2[CH:15]=[CH:14][C:13]([O:16][CH3:17])=[C:12]([F:18])[CH:11]=2)[CH:9]=1)(O)=O.ClC1C=CC(CCC[N:40]2C(=O)C(COS(C)(=O)=O)=CC(C3C=CC(OC)=C(F)C=3)=N2)=CC=1.ClC1C=CC(CCCN2C(=O)C(CO)=CC(C3C=CC(OC)=C(F)C=3)=N2)=CC=1, predict the reaction product. The product is: [NH2:40][CH2:1][C:4]1[C:5](=[O:29])[N:6]([CH2:19][CH2:20][CH2:21][C:22]2[CH:27]=[CH:26][C:25]([Cl:28])=[CH:24][CH:23]=2)[N:7]=[C:8]([C:10]2[CH:15]=[CH:14][C:13]([O:16][CH3:17])=[C:12]([F:18])[CH:11]=2)[CH:9]=1.